Dataset: Reaction yield outcomes from USPTO patents with 853,638 reactions. Task: Predict the reaction yield, written as a fraction of the theoretical maximum amount of product (1.0 means a 100% yield; for example, 0.34 means a 34% yield). (1) The reactants are Cl.[C:2]1([C:8]2[CH:9]=[C:10]3[C:14](=[C:15]([C:17]([NH2:19])=[O:18])[CH:16]=2)[NH:13][N:12]=[C:11]3[CH:20]2[CH2:25][CH2:24][NH:23][CH2:22][CH2:21]2)[CH:7]=[CH:6][CH:5]=[CH:4][CH:3]=1.C(N(C(C)C)CC)(C)C.[CH3:35][O:36][C:37]1[CH:42]=[CH:41][C:40]([S:43](Cl)(=[O:45])=[O:44])=[CH:39][CH:38]=1. The catalyst is ClCCl.CN(C1C=CN=CC=1)C. The product is [CH3:35][O:36][C:37]1[CH:38]=[CH:39][C:40]([S:43]([N:23]2[CH2:24][CH2:25][CH:20]([C:11]3[C:10]4[C:14](=[C:15]([C:17]([NH2:19])=[O:18])[CH:16]=[C:8]([C:2]5[CH:3]=[CH:4][CH:5]=[CH:6][CH:7]=5)[CH:9]=4)[NH:13][N:12]=3)[CH2:21][CH2:22]2)(=[O:45])=[O:44])=[CH:41][CH:42]=1. The yield is 0.550. (2) The reactants are [NH:1]1[C:10]2[C:5](=[CH:6][CH:7]=[CH:8][CH:9]=2)[CH2:4][CH2:3][CH2:2]1.[N+:11]([O-])([O-:13])=[O:12].[K+].C([O-])(O)=O.[Na+]. The catalyst is OS(O)(=O)=O. The product is [N+:11]([C:8]1[CH:9]=[C:10]2[C:5]([CH2:4][CH2:3][CH2:2][NH:1]2)=[CH:6][CH:7]=1)([O-:13])=[O:12]. The yield is 0.250. (3) The reactants are [Cl:1][C:2]1[CH:3]=[C:4]([C:9]2([C:25]([F:28])([F:27])[F:26])[O:13][N:12]=[C:11]([C:14]3[CH:23]=[CH:22][C:17]([C:18]([NH:20][OH:21])=[NH:19])=[C:16]([CH3:24])[CH:15]=3)[CH2:10]2)[CH:5]=[C:6]([Cl:8])[CH:7]=1.[C:29](Cl)(=O)[CH3:30].O.CCOC(C)=O. The catalyst is N1C=CC=CC=1. The product is [Cl:1][C:2]1[CH:3]=[C:4]([C:9]2([C:25]([F:26])([F:28])[F:27])[O:13][N:12]=[C:11]([C:14]3[CH:23]=[CH:22][C:17]([C:18]4[N:19]=[C:29]([CH3:30])[O:21][N:20]=4)=[C:16]([CH3:24])[CH:15]=3)[CH2:10]2)[CH:5]=[C:6]([Cl:8])[CH:7]=1. The yield is 0.650. (4) The reactants are [CH3:1][N:2]([CH3:40])[CH2:3][CH:4]([O:7][CH:8]([O:12][C@H:13]1[CH2:37][CH2:36][C@@:35]2([CH3:38])[C:15](=[CH:16][CH2:17][C@@H:18]3[C@@H:34]2[CH2:33][CH2:32][C@@:31]2([CH3:39])[C@H:19]3[CH2:20][CH2:21][C@@H:22]2[C@H:23]([CH3:30])[CH2:24][CH2:25][CH2:26][CH:27]([CH3:29])[CH3:28])[CH2:14]1)[CH2:9][CH2:10][CH3:11])[CH2:5][OH:6].[H-].[Na+].S(O[CH2:48][CH2:49][CH2:50][CH2:51][CH2:52][CH2:53][CH2:54][CH2:55]/[CH:56]=[CH:57]\[CH2:58]/[CH:59]=[CH:60]\[CH2:61][CH2:62][CH2:63][CH2:64][CH3:65])(=O)(=O)C. The catalyst is C1(C)C=CC=CC=1. The product is [CH3:40][N:2]([CH3:1])[CH2:3][CH:4]([O:7][CH:8]([O:12][C@H:13]1[CH2:37][CH2:36][C@@:35]2([CH3:38])[C:15](=[CH:16][CH2:17][C@@H:18]3[C@@H:34]2[CH2:33][CH2:32][C@@:31]2([CH3:39])[C@H:19]3[CH2:20][CH2:21][C@@H:22]2[C@H:23]([CH3:30])[CH2:24][CH2:25][CH2:26][CH:27]([CH3:28])[CH3:29])[CH2:14]1)[CH2:9][CH2:10][CH3:11])[CH2:5][O:6][CH2:48][CH2:49][CH2:50][CH2:51][CH2:52][CH2:53][CH2:54][CH2:55]/[CH:56]=[CH:57]\[CH2:58]/[CH:59]=[CH:60]\[CH2:61][CH2:62][CH2:63][CH2:64][CH3:65]. The yield is 0.810. (5) The reactants are [CH3:1][N:2]1[C:11]2[C:6](=[CH:7][CH:8]=[CH:9][CH:10]=2)[CH2:5][CH2:4][CH2:3]1.[S:12]([Cl:16])(=O)(=[O:14])[OH:13]. The catalyst is ClCCl.O. The product is [CH3:1][N:2]1[C:11]2[C:6](=[CH:7][CH:8]=[C:9]([S:12]([Cl:16])(=[O:14])=[O:13])[CH:10]=2)[CH2:5][CH2:4][CH2:3]1. The yield is 0.0800. (6) The reactants are [CH3:1][C:2]1[CH:10]=[CH:9][CH:8]=[CH:7][C:3]=1[C:4](Cl)=[O:5].[OH2:11]. The catalyst is C1COCC1. The product is [CH3:1][C:2]1[CH:10]=[CH:9][CH:8]=[CH:7][C:3]=1[C:4]([O:11][C:2]1[CH:10]=[CH:9][CH:8]=[CH:7][CH:3]=1)=[O:5]. The yield is 0.640. (7) The reactants are C(OC([NH:11][C@H:12]([C:19]1[CH:20]=[C:21]([NH:25][C:26]([O:28][CH2:29][CH2:30][C:31]2[CH:36]=[CH:35][C:34]([CH:37]([NH:41][C:42]3[CH:51]=[CH:50][C:49]4[C:44](=[CH:45][CH:46]=[CH:47][C:48]=4[N:52]([C:60]([O:62][C:63]([CH3:66])([CH3:65])[CH3:64])=[O:61])[C:53]([O:55][C:56]([CH3:59])([CH3:58])[CH3:57])=[O:54])[CH:43]=3)[C:38]([OH:40])=[O:39])=[CH:33][C:32]=2[CH3:67])=[O:27])[CH:22]=[CH:23][CH:24]=1)[CH2:13][C:14]([O:16][CH2:17][CH3:18])=[O:15])=O)C1C=CC=CC=1. The catalyst is CO.Cl.[Pd]. The product is [NH2:11][C@H:12]([C:19]1[CH:20]=[C:21]([NH:25][C:26]([O:28][CH2:29][CH2:30][C:31]2[CH:36]=[CH:35][C:34]([CH:37]([NH:41][C:42]3[CH:51]=[CH:50][C:49]4[C:44](=[CH:45][CH:46]=[CH:47][C:48]=4[N:52]([C:60]([O:62][C:63]([CH3:66])([CH3:65])[CH3:64])=[O:61])[C:53]([O:55][C:56]([CH3:59])([CH3:57])[CH3:58])=[O:54])[CH:43]=3)[C:38]([OH:40])=[O:39])=[CH:33][C:32]=2[CH3:67])=[O:27])[CH:22]=[CH:23][CH:24]=1)[CH2:13][C:14]([O:16][CH2:17][CH3:18])=[O:15]. The yield is 0.890. (8) The reactants are Br[C:2]1[CH:22]=[C:21]([CH3:23])[CH:20]=[CH:19][C:3]=1[O:4][C:5]1[C:14]2[C:9](=[CH:10][C:11]([O:17][CH3:18])=[C:12]([O:15][CH3:16])[CH:13]=2)[N:8]=[CH:7][CH:6]=1.C([Li])CCC.CCCCCC.[C:35]([C:39]1[CH:44]=[CH:43][C:42]([C:45](Cl)=[O:46])=[CH:41][CH:40]=1)([CH3:38])([CH3:37])[CH3:36].O. The catalyst is O1CCCC1. The product is [C:35]([C:39]1[CH:40]=[CH:41][C:42]([C:45]([C:2]2[CH:22]=[C:21]([CH3:23])[CH:20]=[CH:19][C:3]=2[O:4][C:5]2[C:14]3[C:9](=[CH:10][C:11]([O:17][CH3:18])=[C:12]([O:15][CH3:16])[CH:13]=3)[N:8]=[CH:7][CH:6]=2)=[O:46])=[CH:43][CH:44]=1)([CH3:38])([CH3:36])[CH3:37]. The yield is 0.250. (9) The reactants are [CH3:1][O:2][C:3]1[C:11]([O:12][CH2:13][C:14]2[CH:19]=[CH:18][CH:17]=[CH:16][CH:15]=2)=[CH:10][C:6]([C:7]([NH2:9])=[O:8])=[C:5]([NH:20][C:21](=O)[C:22]2[CH:27]=[CH:26][CH:25]=[C:24]([N+:28]([O-:30])=[O:29])[CH:23]=2)[CH:4]=1.N1C=CC=CC=1.Cl. The catalyst is [OH-].[Na+]. The product is [CH2:13]([O:12][C:11]1[CH:10]=[C:6]2[C:5](=[CH:4][C:3]=1[O:2][CH3:1])[N:20]=[C:21]([C:22]1[CH:27]=[CH:26][CH:25]=[C:24]([N+:28]([O-:30])=[O:29])[CH:23]=1)[NH:9][C:7]2=[O:8])[C:14]1[CH:19]=[CH:18][CH:17]=[CH:16][CH:15]=1. The yield is 0.470. (10) The reactants are [CH:1]1[C:6]([CH2:7]Br)=[CH:5][CH:4]=[C:3]([CH2:9][Br:10])[CH:2]=1.C(=O)([O-])[O-].[K+].[K+].[C:17]([O:21][C:22]([N:24]1[CH2:37][CH2:36][CH2:35][NH:34][CH2:33][CH2:32][N:31]([C:38]([O:40][C:41]([CH3:44])([CH3:43])[CH3:42])=[O:39])[CH2:30][CH2:29][CH2:28][N:27]([C:45]([O:47][C:48]([CH3:51])([CH3:50])[CH3:49])=[O:46])[CH2:26][CH2:25]1)=[O:23])([CH3:20])([CH3:19])[CH3:18]. The catalyst is C(#N)C. The product is [Br:10][CH2:9][C:3]1[CH:2]=[CH:1][C:6]([CH2:7][N:34]2[CH2:35][CH2:36][CH2:37][N:24]([C:22]([O:21][C:17]([CH3:18])([CH3:19])[CH3:20])=[O:23])[CH2:25][CH2:26][N:27]([C:45]([O:47][C:48]([CH3:50])([CH3:49])[CH3:51])=[O:46])[CH2:28][CH2:29][CH2:30][N:31]([C:38]([O:40][C:41]([CH3:44])([CH3:43])[CH3:42])=[O:39])[CH2:32][CH2:33]2)=[CH:5][CH:4]=1. The yield is 0.900.